This data is from Forward reaction prediction with 1.9M reactions from USPTO patents (1976-2016). The task is: Predict the product of the given reaction. The product is: [CH2:73]([O:72][C:70](=[O:71])[CH2:69][CH:66]1[CH2:67][CH2:68][N:63]([C:16](=[O:18])[CH2:15][N:13]2[CH2:14][CH:8]([C:3]3[CH:4]=[CH:5][CH:6]=[CH:7][C:2]=3[Br:1])[C:9]3[CH:27]=[C:26]([Cl:28])[CH:25]=[CH:24][C:10]=3[CH:11]([CH2:20][CH:21]([CH3:23])[CH3:22])[C:12]2=[O:19])[CH2:64][CH2:65]1)[CH3:74]. Given the reactants [Br:1][C:2]1[CH:7]=[CH:6][CH:5]=[CH:4][C:3]=1[CH:8]1[CH2:14][N:13]([CH2:15][C:16]([OH:18])=O)[C:12](=[O:19])[CH:11]([CH2:20][CH:21]([CH3:23])[CH3:22])[C:10]2[CH:24]=[CH:25][C:26]([Cl:28])=[CH:27][C:9]1=2.F[P-](F)(F)(F)(F)F.N1(OC(N(C)C)=[N+](C)C)C2N=CC=CC=2N=N1.C(N(C(C)C)CC)(C)C.Cl.[NH:63]1[CH2:68][CH2:67][CH:66]([CH2:69][C:70]([O:72][CH2:73][CH3:74])=[O:71])[CH2:65][CH2:64]1, predict the reaction product.